Task: Predict the reactants needed to synthesize the given product.. Dataset: Full USPTO retrosynthesis dataset with 1.9M reactions from patents (1976-2016) (1) Given the product [CH:23]([C:8]1[CH:7]=[C:6]([C:26]2[CH:27]=[CH:28][CH:29]=[CH:30][CH:31]=2)[CH:5]=[C:4]([CH:1]([CH3:3])[CH3:2])[C:9]=1[N:10]1[CH:14]=[CH:13][N:12]=[C:11]1[C:15]1[CH:16]=[C:17]([OH:21])[CH:18]=[CH:19][CH:20]=1)([CH3:24])[CH3:25], predict the reactants needed to synthesize it. The reactants are: [CH:1]([C:4]1[CH:5]=[C:6]([C:26]2[CH:31]=[CH:30][CH:29]=[CH:28][CH:27]=2)[CH:7]=[C:8]([CH:23]([CH3:25])[CH3:24])[C:9]=1[N:10]1[CH:14]=[CH:13][N:12]=[C:11]1[C:15]1[CH:20]=[CH:19][CH:18]=[C:17]([O:21]C)[CH:16]=1)([CH3:3])[CH3:2].Cl.N1C=CC=CC=1. (2) Given the product [CH3:25][C:4]1[C:5]([CH2:17][CH2:18][CH2:19][CH2:20][CH2:21][C:22]([OH:24])=[O:23])([CH3:16])[C:6]2[C:11](=[CH:10][CH:9]=[C:8]([S:12]([OH:15])(=[O:14])=[O:13])[CH:7]=2)[N:3]=1, predict the reactants needed to synthesize it. The reactants are: C([N:3]1[C:11]2[C:6](=[CH:7][C:8]([S:12]([OH:15])(=[O:14])=[O:13])=[CH:9][CH:10]=2)[C:5]([CH2:17][CH2:18][CH2:19][CH2:20][CH2:21][C:22]([OH:24])=[O:23])([CH3:16])[CH:4]1[CH3:25])C.Br.C(O)(=O)C.C(OC(OCC)C=C)C. (3) Given the product [C:13]([NH:16][C:17]1[CH:22]=[CH:21][C:20]([S:23]([NH:1][C:2]2[S:3][CH:4]=[C:5]([CH2:7][C:8]([O:10][CH2:11][CH3:12])=[O:9])[N:6]=2)(=[O:25])=[O:24])=[CH:19][C:18]=1[Cl:27])(=[O:15])[CH3:14], predict the reactants needed to synthesize it. The reactants are: [NH2:1][C:2]1[S:3][CH:4]=[C:5]([CH2:7][C:8]([O:10][CH2:11][CH3:12])=[O:9])[N:6]=1.[C:13]([NH:16][C:17]1[CH:22]=[CH:21][C:20]([S:23](Cl)(=[O:25])=[O:24])=[CH:19][C:18]=1[Cl:27])(=[O:15])[CH3:14].